Dataset: Peptide-MHC class II binding affinity with 134,281 pairs from IEDB. Task: Regression. Given a peptide amino acid sequence and an MHC pseudo amino acid sequence, predict their binding affinity value. This is MHC class II binding data. (1) The peptide sequence is VHRGAVPRRGPRGGP. The MHC is HLA-DPA10103-DPB10401 with pseudo-sequence HLA-DPA10103-DPB10401. The binding affinity (normalized) is 0. (2) The peptide sequence is GSDPKKLVLNIKYTR. The MHC is DRB3_0101 with pseudo-sequence DRB3_0101. The binding affinity (normalized) is 0.171. (3) The peptide sequence is KQQGIRYANPIAFFR. The MHC is HLA-DPA10201-DPB10501 with pseudo-sequence HLA-DPA10201-DPB10501. The binding affinity (normalized) is 0.778. (4) The peptide sequence is TAAVELARALVRAVA. The MHC is HLA-DQA10102-DQB10602 with pseudo-sequence HLA-DQA10102-DQB10602. The binding affinity (normalized) is 0.597. (5) The peptide sequence is PVQEFTVPRTKYTAT. The MHC is HLA-DQA10101-DQB10501 with pseudo-sequence HLA-DQA10101-DQB10501. The binding affinity (normalized) is 0.350.